Dataset: Full USPTO retrosynthesis dataset with 1.9M reactions from patents (1976-2016). Task: Predict the reactants needed to synthesize the given product. Given the product [C:15]([C:11]1[CH:10]=[C:9]([CH:14]=[CH:13][CH:12]=1)[O:8][CH2:7][CH2:6][CH2:5][CH2:4][CH2:3][CH2:2][N:18]1[CH2:23][CH2:22][CH:21]([C:24]2[CH:25]=[C:26]([NH:30][C:31]([CH:33]3[CH2:34][CH2:35]3)=[O:32])[CH:27]=[CH:28][CH:29]=2)[CH2:20][CH2:19]1)(=[O:17])[CH3:16], predict the reactants needed to synthesize it. The reactants are: Cl[CH2:2][CH2:3][CH2:4][CH2:5][CH2:6][CH2:7][O:8][C:9]1[CH:10]=[C:11]([C:15](=[O:17])[CH3:16])[CH:12]=[CH:13][CH:14]=1.[NH:18]1[CH2:23][CH2:22][CH:21]([C:24]2[CH:25]=[C:26]([NH:30][C:31]([CH:33]3[CH2:35][CH2:34]3)=[O:32])[CH:27]=[CH:28][CH:29]=2)[CH2:20][CH2:19]1.